This data is from Forward reaction prediction with 1.9M reactions from USPTO patents (1976-2016). The task is: Predict the product of the given reaction. (1) Given the reactants [CH2:1]([O:3][C:4]([C:6]1[CH:23]=[CH:22][C:9]2[S:10][C:11]([C:13]3[CH:18]=[CH:17][C:16]([O:19][CH3:20])=[CH:15][C:14]=3[CH3:21])=[CH:12][C:8]=2[CH:7]=1)=[O:5])C.COC(C1C2SC=CC=2C=CC=1)=O, predict the reaction product. The product is: [CH3:1][O:3][C:4]([C:6]1[C:7]2[S:10][C:11]([C:13]3[CH:18]=[CH:17][C:16]([O:19][CH3:20])=[CH:15][C:14]=3[CH3:21])=[CH:12][C:8]=2[CH:9]=[CH:22][CH:23]=1)=[O:5]. (2) Given the reactants [NH2:1][C:2]1[CH:7]=[CH:6][C:5]([S:8]([NH:11][C:12]2[S:13][C:14]([CH3:17])=[N:15][N:16]=2)(=[O:10])=[O:9])=[CH:4][CH:3]=1.[CH3:18]I, predict the reaction product. The product is: [CH3:17][C:14]1[S:13][C:12]([NH:11][S:8]([C:5]2[CH:6]=[CH:7][C:2]([NH:1][CH3:18])=[CH:3][CH:4]=2)(=[O:10])=[O:9])=[N:16][N:15]=1. (3) Given the reactants O[CH2:2][C@@H:3]1[O:8][CH2:7][CH2:6][N:5]([C:9]([O:11][C:12]([CH3:15])([CH3:14])[CH3:13])=[O:10])[CH2:4]1.C(N(CC)CC)C.CS(Cl)(=O)=O.[C:28]1(=[O:38])[NH:32][C:31](=[O:33])[C:30]2=[CH:34][CH:35]=[CH:36][CH:37]=[C:29]12.[K].[OH-].[Na+], predict the reaction product. The product is: [O:33]=[C:31]1[C:30]2[C:29](=[CH:37][CH:36]=[CH:35][CH:34]=2)[C:28](=[O:38])[N:32]1[CH2:2][C@@H:3]1[O:8][CH2:7][CH2:6][N:5]([C:9]([O:11][C:12]([CH3:13])([CH3:14])[CH3:15])=[O:10])[CH2:4]1. (4) Given the reactants [CH3:1][O:2][C:3]1[C:8]2[NH:9]C(=O)O[C:12](=[O:13])[C:7]=2[CH:6]=[CH:5][CH:4]=1.[Br:15][C:16]1[CH:22]=[CH:21][C:19]([NH2:20])=[CH:18][CH:17]=1, predict the reaction product. The product is: [NH2:9][C:8]1[C:3]([O:2][CH3:1])=[CH:4][CH:5]=[CH:6][C:7]=1[C:12]([NH:20][C:19]1[CH:21]=[CH:22][C:16]([Br:15])=[CH:17][CH:18]=1)=[O:13].